Dataset: Reaction yield outcomes from USPTO patents with 853,638 reactions. Task: Predict the reaction yield, written as a fraction of the theoretical maximum amount of product (1.0 means a 100% yield; for example, 0.34 means a 34% yield). (1) The reactants are C([N:8]1[CH2:17][CH2:16][C:15]2[N:14]=[C:13]([Cl:18])[CH:12]=[CH:11][C:10]=2[CH2:9]1)C1C=CC=CC=1.[CH:19]1([Mg]Br)[CH2:21][CH2:20]1. The catalyst is C1COCC1. The product is [ClH:18].[CH2:20]([C:13]1[CH:12]=[CH:11][C:10]2[CH2:9][NH:8][CH2:17][CH2:16][C:15]=2[N:14]=1)[CH2:19][CH3:21]. The yield is 0.210. (2) The reactants are [N:1]1([CH:7]=[O:8])[CH2:6][CH2:5][NH:4][CH2:3][CH2:2]1.Br[CH2:10][CH2:11][CH2:12][OH:13].C(=O)([O-])[O-].[K+].[K+]. The catalyst is CO. The product is [OH:13][CH2:12][CH2:11][CH2:10][N:4]1[CH2:5][CH2:6][N:1]([CH:7]=[O:8])[CH2:2][CH2:3]1. The yield is 0.120. (3) The reactants are [CH:1]([F:10])([F:9])[C:2]([F:8])([F:7])[C:3]([F:6])([F:5])[F:4].[Li][C:12]([CH3:15])([CH3:14])C.[CH:16](=[O:23])[C:17]1C=CC=C[CH:18]=1.Cl. The catalyst is CCCCC.CCOCC. The product is [F:7][C:2]([F:8])([C:3]([F:6])([F:5])[F:4])[C:1]([C:14]1[CH:12]=[CH:15][CH:18]=[CH:17][C:16]=1[OH:23])([F:10])[F:9]. The yield is 0.700. (4) The reactants are Cl[C:2]1[CH:3]=[CH:4][C:5]2[N:6]([CH:8]=[C:9]([NH:11][C:12](=[O:14])[CH3:13])[N:10]=2)[N:7]=1.[Cl:15][C:16]1[C:21]([NH2:22])=[CH:20][C:19](C2OC(C)(C)C(C)(C)O2)=[CH:18][N:17]=1.C(=O)([O-])[O-].[Na+].[Na+]. The catalyst is C1C=CC(P(C2C=CC=CC=2)[C-]2C=CC=C2)=CC=1.C1C=CC(P(C2C=CC=CC=2)[C-]2C=CC=C2)=CC=1.Cl[Pd]Cl.[Fe+2].O1CCOCC1.O. The product is [NH2:22][C:21]1[CH:20]=[C:19]([C:2]2[CH:3]=[CH:4][C:5]3[N:6]([CH:8]=[C:9]([NH:11][C:12](=[O:14])[CH3:13])[N:10]=3)[N:7]=2)[CH:18]=[N:17][C:16]=1[Cl:15]. The yield is 0.420. (5) The product is [CH3:16][N:13]1[CH:14]=[CH:15][C:11]([C:9]2[N:8]([C:17]3[CH:18]=[N:19][CH:20]=[CH:21][CH:22]=3)[N:7]=[C:6]([C:4]([OH:5])=[O:3])[CH:10]=2)=[CH:12]1. The catalyst is O1CCCC1. The yield is 0.580. The reactants are C([O:3][C:4]([C:6]1[CH:10]=[C:9]([C:11]2[CH:15]=[CH:14][N:13]([CH3:16])[CH:12]=2)[N:8]([C:17]2[CH:18]=[N:19][CH:20]=[CH:21][CH:22]=2)[N:7]=1)=[O:5])C.[OH-].[Na+]. (6) The product is [F:1][C:2]1[CH:7]=[C:6]([CH:5]=[CH:4][C:3]=1[N:11]1[C:15]([CH3:16])=[N:14][CH:13]=[N:12]1)[NH2:8]. The yield is 0.910. The catalyst is [Pd].CO. The reactants are [F:1][C:2]1[CH:7]=[C:6]([N+:8]([O-])=O)[CH:5]=[CH:4][C:3]=1[N:11]1[C:15]([CH3:16])=[N:14][CH:13]=[N:12]1.